From a dataset of Full USPTO retrosynthesis dataset with 1.9M reactions from patents (1976-2016). Predict the reactants needed to synthesize the given product. (1) Given the product [CH2:13]([O:15]/[CH:16]=[C:4](/[C:3](=[O:10])[C:2]([F:11])([F:12])[F:1])\[C:5]([O:7][CH2:8][CH3:9])=[O:6])[CH3:14], predict the reactants needed to synthesize it. The reactants are: [F:1][C:2]([F:12])([F:11])[C:3](=[O:10])[CH2:4][C:5]([O:7][CH2:8][CH3:9])=[O:6].[CH2:13]([O:15][CH:16](OCC)OCC)[CH3:14]. (2) Given the product [F:1][C:2]([F:26])([F:25])[CH:3]([C:16]1[CH:21]=[C:20]([Cl:22])[C:19]([Cl:23])=[C:18]([Cl:24])[CH:17]=1)/[CH:4]=[CH:5]/[C:6]1[CH:7]=[C:8]2[C:12](=[CH:13][CH:14]=1)[CH:11]([NH2:33])[CH2:10][CH2:9]2, predict the reactants needed to synthesize it. The reactants are: [F:1][C:2]([F:26])([F:25])[CH:3]([C:16]1[CH:21]=[C:20]([Cl:22])[C:19]([Cl:23])=[C:18]([Cl:24])[CH:17]=1)/[CH:4]=[CH:5]/[C:6]1[CH:7]=[C:8]2[C:12](=[CH:13][CH:14]=1)[C:11](=O)[CH2:10][CH2:9]2.C([O-])(=O)C.[NH4+].C([BH3-])#[N:33].[Na+]. (3) Given the product [C:8]([C:10]1[CH:15]=[CH:14][C:13]([C:16]2[CH:17]=[CH:18][C:19]([C@H:22]3[C@H:27]([NH:28][S:29]([CH:32]([CH3:34])[CH3:33])(=[O:31])=[O:30])[CH2:26][CH2:25][N:24]([CH3:1])[CH2:23]3)=[CH:20][CH:21]=2)=[CH:12][CH:11]=1)#[N:9], predict the reactants needed to synthesize it. The reactants are: [C:1](O)(C(F)(F)F)=O.[C:8]([C:10]1[CH:15]=[CH:14][C:13]([C:16]2[CH:21]=[CH:20][C:19]([C@H:22]3[C@H:27]([NH:28][S:29]([CH:32]([CH3:34])[CH3:33])(=[O:31])=[O:30])[CH2:26][CH2:25][NH:24][CH2:23]3)=[CH:18][CH:17]=2)=[CH:12][CH:11]=1)#[N:9].C=O.CCN(C(C)C)C(C)C.[BH-](OC(C)=O)(OC(C)=O)OC(C)=O.[Na+]. (4) Given the product [ClH:1].[NH2:21][C:22]1[N:23]=[C:24]([NH:34][CH:35]2[CH2:40][CH2:39][CH2:38][N:37]([C:2]3[C:7]([C:8]([O:10][CH3:11])=[O:9])=[CH:6][CH:5]=[C:4]([C:12]4[CH:17]=[CH:16][CH:15]=[CH:14][C:13]=4[O:18][CH3:19])[N:3]=3)[CH2:36]2)[CH:25]=[CH:26][C:27]=1[C:28](=[O:33])[C:29]([F:32])([F:31])[F:30], predict the reactants needed to synthesize it. The reactants are: [Cl:1][C:2]1[C:7]([C:8]([O:10][CH3:11])=[O:9])=[CH:6][CH:5]=[C:4]([C:12]2[CH:17]=[CH:16][CH:15]=[CH:14][C:13]=2[O:18][CH3:19])[N:3]=1.Cl.[NH2:21][C:22]1[C:27]([C:28](=[O:33])[C:29]([F:32])([F:31])[F:30])=[CH:26][CH:25]=[C:24]([NH:34][CH:35]2[CH2:40][CH2:39][CH2:38][NH:37][CH2:36]2)[N:23]=1. (5) Given the product [CH2:1]([N:8]1[CH2:13][CH2:12][CH:11]([NH:14][C:15](=[O:16])[O:17][C:18]([CH3:21])([CH3:20])[CH3:19])[CH2:10][CH2:9]1)[C:2]1[CH:3]=[CH:4][CH:5]=[CH:6][CH:7]=1, predict the reactants needed to synthesize it. The reactants are: [CH2:1]([N:8]1[CH2:13][CH2:12][CH:11]([NH2:14])[CH2:10][CH2:9]1)[C:2]1[CH:7]=[CH:6][CH:5]=[CH:4][CH:3]=1.[C:15](O[C:15]([O:17][C:18]([CH3:21])([CH3:20])[CH3:19])=[O:16])([O:17][C:18]([CH3:21])([CH3:20])[CH3:19])=[O:16]. (6) Given the product [F:8][C:7]1[CH:6]=[C:5]([N+:9]([O-:11])=[O:10])[C:4]([NH:13][C@@H:14]([C:17]2[CH:22]=[CH:21][C:20]([F:23])=[CH:19][CH:18]=2)[CH2:15][OH:16])=[N:3][C:2]=1[F:1], predict the reactants needed to synthesize it. The reactants are: [F:1][C:2]1[C:7]([F:8])=[CH:6][C:5]([N+:9]([O-:11])=[O:10])=[C:4](F)[N:3]=1.[NH2:13][C@H:14]([C:17]1[CH:22]=[CH:21][C:20]([F:23])=[CH:19][CH:18]=1)[CH2:15][OH:16]. (7) Given the product [CH3:22][C:23]1[O:24][C:25]([C:28]2[CH:33]=[CH:32][C:31]([NH:34][C:2]3[N:7]=[C:6]([C:8]([OH:11])([CH3:10])[CH3:9])[CH:5]=[C:4]([C:12]4[CH:17]=[CH:16][C:15]([C:18]([F:21])([F:20])[F:19])=[CH:14][CH:13]=4)[N:3]=3)=[CH:30][CH:29]=2)=[CH:26][N:27]=1, predict the reactants needed to synthesize it. The reactants are: Cl[C:2]1[N:7]=[C:6]([C:8]([OH:11])([CH3:10])[CH3:9])[CH:5]=[C:4]([C:12]2[CH:17]=[CH:16][C:15]([C:18]([F:21])([F:20])[F:19])=[CH:14][CH:13]=2)[N:3]=1.[CH3:22][C:23]1[O:24][C:25]([C:28]2[CH:33]=[CH:32][C:31]([NH2:34])=[CH:30][CH:29]=2)=[CH:26][N:27]=1.